Task: Binary Classification. Given a drug SMILES string, predict its activity (active/inactive) in a high-throughput screening assay against a specified biological target.. Dataset: Orexin1 receptor HTS with 218,158 compounds and 233 confirmed actives (1) The result is 0 (inactive). The molecule is o1c(C(=O)Nc2cc(C(=O)NCc3cccnc3)ccc2)ccc1. (2) The compound is Clc1ccc(N(S(=O)(=O)c2cc(ccc2)C(OCC(=O)N(C)C)=O)CC=C)cc1. The result is 0 (inactive). (3) The drug is S(=O)(=O)(N(C)C)c1cc(NC(=S)N2CCN(CC2)C)ccc1. The result is 0 (inactive). (4) The drug is O1CCN(CC1)CCNC(=O)c1cc2c(n(c(c2C)C)Cc2cc(ccc2)C)cc1. The result is 0 (inactive).